This data is from Peptide-MHC class II binding affinity with 134,281 pairs from IEDB. The task is: Regression. Given a peptide amino acid sequence and an MHC pseudo amino acid sequence, predict their binding affinity value. This is MHC class II binding data. (1) The peptide sequence is REEHYIVLSSELRLS. The MHC is DRB5_0101 with pseudo-sequence DRB5_0101. The binding affinity (normalized) is 0.987. (2) The peptide sequence is TILIKKYNLNRAMML. The MHC is DRB1_0404 with pseudo-sequence DRB1_0404. The binding affinity (normalized) is 0.355. (3) The peptide sequence is GCNRLKRMAVSGDDC. The MHC is DRB1_0901 with pseudo-sequence DRB1_0901. The binding affinity (normalized) is 0.484. (4) The peptide sequence is PRTKYTATISGLKPG. The MHC is HLA-DPA10301-DPB10402 with pseudo-sequence HLA-DPA10301-DPB10402. The binding affinity (normalized) is 0.330. (5) The peptide sequence is RCALHWFPGSHLLHV. The MHC is HLA-DQA10301-DQB10302 with pseudo-sequence HLA-DQA10301-DQB10302. The binding affinity (normalized) is 0.0798. (6) The peptide sequence is LDLAVNAAVDAGIHF. The MHC is DRB3_0101 with pseudo-sequence DRB3_0101. The binding affinity (normalized) is 0.627. (7) The peptide sequence is IVQTLNAMPEYQNLL. The MHC is HLA-DQA10301-DQB10301 with pseudo-sequence HLA-DQA10301-DQB10301. The binding affinity (normalized) is 0.257. (8) The peptide sequence is KTLILLETFVRVNPE. The MHC is DRB1_1501 with pseudo-sequence DRB1_1501. The binding affinity (normalized) is 0.748. (9) The peptide sequence is EELQIVDKIDAAFKI. The MHC is DRB1_1501 with pseudo-sequence DRB1_1501. The binding affinity (normalized) is 0.496.